This data is from Forward reaction prediction with 1.9M reactions from USPTO patents (1976-2016). The task is: Predict the product of the given reaction. Given the reactants [CH3:1][C:2]1[N:7]=[C:6]2[S:8][C:9]3[CH2:13][CH2:12][CH2:11][C:10]=3[C:5]2=[C:4]([C:14]2[CH:19]=[CH:18][C:17]([CH3:20])=[CH:16][CH:15]=2)[C:3]=1[CH2:21][C:22]([O:24]C)=[O:23].[O-2].[Li+].[Li+].Cl, predict the reaction product. The product is: [CH3:1][C:2]1[N:7]=[C:6]2[S:8][C:9]3[CH2:13][CH2:12][CH2:11][C:10]=3[C:5]2=[C:4]([C:14]2[CH:19]=[CH:18][C:17]([CH3:20])=[CH:16][CH:15]=2)[C:3]=1[CH2:21][C:22]([OH:24])=[O:23].